Task: Predict the reactants needed to synthesize the given product.. Dataset: Full USPTO retrosynthesis dataset with 1.9M reactions from patents (1976-2016) (1) Given the product [CH3:37][O:38][C:39](=[O:71])[C:40]1[CH:45]=[CH:44][C:43]([CH2:46][N:47]2[CH:51]=[C:50]([C:52]3[CH:57]=[CH:56][C:55]([Cl:58])=[CH:54][C:53]=3[Cl:59])[N:49]=[C:48]2/[CH:60]=[CH:61]/[C:62]2[CH:67]=[CH:66][C:65]([C:83]3[CH:84]=[CH:85][C:80]([NH:79][C:72]([O:74][C:75]([CH3:76])([CH3:77])[CH3:78])=[O:73])=[C:81]([O:89][CH3:90])[CH:82]=3)=[CH:64][CH:63]=2)=[C:42]([F:69])[C:41]=1[F:70], predict the reactants needed to synthesize it. The reactants are: COC(=O)C1C=CC(CBr)=C(F)C=1F.BrC1C=CC(/C=C/C2NC=C(C3C=CC(Cl)=CC=3Cl)N=2)=CC=1.[CH3:37][O:38][C:39](=[O:71])[C:40]1[CH:45]=[CH:44][C:43]([CH2:46][N:47]2[CH:51]=[C:50]([C:52]3[CH:57]=[CH:56][C:55]([Cl:58])=[CH:54][C:53]=3[Cl:59])[N:49]=[C:48]2/[CH:60]=[CH:61]/[C:62]2[CH:67]=[CH:66][C:65](Br)=[CH:64][CH:63]=2)=[C:42]([F:69])[C:41]=1[F:70].[C:72]([NH:79][C:80]1[CH:85]=[CH:84][C:83](B(O)O)=[CH:82][C:81]=1[O:89][CH3:90])([O:74][C:75]([CH3:78])([CH3:77])[CH3:76])=[O:73]. (2) The reactants are: C([O:8][C:9]1[C:14]2[C:15]([NH:32][C:33]3[CH:38]=[CH:37][C:36]([F:39])=[CH:35][CH:34]=3)=[N:16][N:17]([C:18]3([CH2:29][C:30]#[N:31])[CH2:23][CH2:22][N:21]([C:24]([CH:26]4[CH2:28][CH2:27]4)=[O:25])[CH2:20][CH2:19]3)[C:13]=2[CH:12]=[CH:11][N:10]=1)C1C=CC=CC=1.[H][H]. Given the product [CH:26]1([C:24]([N:21]2[CH2:22][CH2:23][C:18]([CH2:29][C:30]#[N:31])([N:17]3[C:13]4[CH:12]=[CH:11][NH:10][C:9](=[O:8])[C:14]=4[C:15]([NH:32][C:33]4[CH:38]=[CH:37][C:36]([F:39])=[CH:35][CH:34]=4)=[N:16]3)[CH2:19][CH2:20]2)=[O:25])[CH2:27][CH2:28]1, predict the reactants needed to synthesize it. (3) Given the product [CH2:3]([O:5][C:6]([C:8]1[CH:9]=[N:10][N:11]2[CH:20]=[C:16]([CH2:17][CH2:18][CH2:19][OH:14])[CH:15]=[N:13][C:12]=12)=[O:7])[CH3:4], predict the reactants needed to synthesize it. The reactants are: [H-].[Na+].[CH2:3]([O:5][C:6]([C:8]1[CH:9]=[N:10][NH:11][C:12]=1[NH2:13])=[O:7])[CH3:4].[O:14]1[CH2:19][CH2:18][CH2:17][C:16]([CH:20]=O)=[CH:15]1. (4) Given the product [C:1]([CH2:3][NH:4][C:5]([C@@H:7]1[CH2:12][CH2:11][CH2:10][CH2:9][C@@H:8]1[NH:13][C:14]([C:16]1[N:17]([CH2:26][CH2:27][OH:28])[C:18]2[C:23]([CH:24]=1)=[CH:22][CH:21]=[C:20]([Cl:25])[CH:19]=2)=[O:15])=[O:6])#[N:2], predict the reactants needed to synthesize it. The reactants are: [C:1]([CH2:3][NH:4][C:5]([C@@H:7]1[CH2:12][CH2:11][CH2:10][CH2:9][C@@H:8]1[NH:13][C:14]([C:16]1[N:17]([CH2:26][CH2:27][O:28]C[Si](C(C)C)(C(C)C)C(C)C)[C:18]2[C:23]([CH:24]=1)=[CH:22][CH:21]=[C:20]([Cl:25])[CH:19]=2)=[O:15])=[O:6])#[N:2].[F-].C([N+](CCCC)(CCCC)CCCC)CCC. (5) Given the product [CH3:10][O:9][C:7]1[CH:6]=[N:5][CH:4]=[C:3]([O:2][CH3:1])[C:8]=1[CH:19]=[O:20], predict the reactants needed to synthesize it. The reactants are: [CH3:1][O:2][C:3]1[CH:4]=[N:5][CH:6]=[C:7]([O:9][CH3:10])[CH:8]=1.[Li]CCCC.CN([CH:19]=[O:20])C.